This data is from CYP3A4 inhibition data for predicting drug metabolism from PubChem BioAssay. The task is: Regression/Classification. Given a drug SMILES string, predict its absorption, distribution, metabolism, or excretion properties. Task type varies by dataset: regression for continuous measurements (e.g., permeability, clearance, half-life) or binary classification for categorical outcomes (e.g., BBB penetration, CYP inhibition). Dataset: cyp3a4_veith. (1) The compound is COc1ccc2nc(C)cc(SCC(=O)NNC(=O)COc3ccccc3)c2c1. The result is 1 (inhibitor). (2) The molecule is C[N@@+]1(Cc2ccc(Cl)c(Cl)c2)CCC[C@@H]1c1ccc[n+](Cc2ccc(Cl)c(Cl)c2)c1. The result is 0 (non-inhibitor). (3) The drug is C/C(=N\NC(=O)c1ccc(Cl)cc1)c1cccc(NC(=O)C(C)C)c1. The result is 1 (inhibitor). (4) The molecule is CC(=O)NCCNc1cc(-c2ccccc2C)ncn1. The result is 0 (non-inhibitor). (5) The compound is CC(=O)NCCNc1ncnc2ccc(-c3ccccc3C(F)(F)F)cc12. The result is 1 (inhibitor). (6) The drug is C=CC[C@@H]1C=C[C@H](O/N=C(\C)CCN2CCc3nc(CC)c(CC)cc3C2)[C@H](CO)O1. The result is 0 (non-inhibitor). (7) The drug is N=C(N)SCc1cccc(-c2nc3ccccc3c(=O)o2)c1. The result is 0 (non-inhibitor). (8) The result is 1 (inhibitor). The molecule is COC(=O)c1[nH]c2cc(C)ccc2c1NC(=O)CN1CCCc2ccccc21. (9) The compound is CS(=O)(=O)Nc1cccc(-c2cc(NCc3ccccc3)ncn2)c1. The result is 1 (inhibitor).